The task is: Binary Classification. Given a miRNA mature sequence and a target amino acid sequence, predict their likelihood of interaction.. This data is from Experimentally validated miRNA-target interactions with 360,000+ pairs, plus equal number of negative samples. (1) The miRNA is mmu-miR-7b-5p with sequence UGGAAGACUUGUGAUUUUGUUGUU. The protein sequence of the target gene is MNGVAFCLVGIPPRPEPRPPQLPLGPRDGCSSGRPLPWPGPRTLLLRKSLQDGFGFTLRHFIVYPPESAVHCILKEEENGGRGGGPSPRHRLEPMDTIFVKNVKDGGPAHRAGLRTGDRLVKVNGESIIGKTYSQVIGLIQNSDDTLELSIMPKDEDILQLAYSQDAYLKGNEPYSGEARSIPEPPPLCYPRKTYAPPTRAPAWATMVPEPISALPPDPRSPAAWSDPGSRVPSATRAHLDNSSLGMSQPRPSPGAFPHLPSESRTPRAFPEPGSRVLPSRLECQQALSHWLSNQIPRRA.... Result: 1 (interaction). (2) The miRNA is mmu-miR-1199-5p with sequence UCUGAGUCCCGGUCGCGCGG. The protein sequence of the target gene is MYPQGRHPTPLQSGQPFKFSVLEICDRIKEEFQFLQAQYHSLKLECEKLASEKTEMQRHYVMAAPHQCPQGGTSYPHWPRLSPLQYYEMSYGLNIEMHKQAEIVKRLSAICAQMVPFLTQEHQQQVLQAVDRAKQVTVGELNSLLGQQNQLQPLSHAPPVPLTPRPAGLVGAGATGLLALSGALAAQAQLVAAVKEDRVGVDAEGSRVDRAASRSSSPSPPESLVEEDHPSSRGGSGKQQRAEDKDLSGPYDSEEDKSDYNLVVDEDQPSEPPSPVTTPCGKAPLCIPARRDLTDSPASL.... Result: 1 (interaction). (3) The miRNA is mmu-miR-92a-3p with sequence UAUUGCACUUGUCCCGGCCUG. The protein sequence of the target gene is MCSSVTGKLWFLTDRRIREDYPQKEILRALKAKCCEEELDFRAVVMDEMVLTVEQGNLGLRISGELISAYPQVVVVRVPTPWVQSDSDITVLRHLEKMGCRLMNRPQAILNCVNKFWTFQELAGHGVPLPDTFSYGGHENFAKMIDEAEVLEFPMVVKNTRGHRGKAVFLARDKHHLADLSHLIRHEAPYLFQKYIKESHGRDVRVIVVGGRVVGTMLRCSTDGRMQSNCSLGGVGMMCSLSEQGKQLAIQVSNILGTDVCGIDLLMKDDGSFCVCEANANVGFIAFDKACNLDVAGIIA.... Result: 0 (no interaction).